Dataset: Reaction yield outcomes from USPTO patents with 853,638 reactions. Task: Predict the reaction yield, written as a fraction of the theoretical maximum amount of product (1.0 means a 100% yield; for example, 0.34 means a 34% yield). (1) The reactants are C[O:2][C:3](=[O:34])[CH:4]([NH:19][S:20]([C:23]1[CH:28]=[CH:27][C:26]([O:29][CH2:30][C:31]#[C:32][CH3:33])=[CH:25][CH:24]=1)(=[O:22])=[O:21])[C:5]1[CH:10]=[CH:9][C:8]([O:11][CH2:12][CH2:13][N:14]2[CH2:18][CH2:17][CH2:16][CH2:15]2)=[CH:7][CH:6]=1.[OH-].[Na+]. The catalyst is C1COCC1.CO. The product is [CH2:30]([O:29][C:26]1[CH:27]=[CH:28][C:23]([S:20]([NH:19][CH:4]([C:5]2[CH:10]=[CH:9][C:8]([O:11][CH2:12][CH2:13][N:14]3[CH2:15][CH2:16][CH2:17][CH2:18]3)=[CH:7][CH:6]=2)[C:3]([OH:34])=[O:2])(=[O:21])=[O:22])=[CH:24][CH:25]=1)[C:31]#[C:32][CH3:33]. The yield is 0.660. (2) The reactants are [Cl:1][C:2]1[S:6][C:5]([S:7]([N:10]([CH2:16][CH3:17])[C:11](=[CH2:15])[C:12]([OH:14])=O)(=[O:9])=[O:8])=[CH:4][CH:3]=1.CCOC(OC(OCC)=O)=O.[F:29][C:30]([F:46])([F:45])[C:31]1[CH:36]=[CH:35][C:34]([C:37]2[CH:42]=[C:41]([CH2:43][NH2:44])[CH:40]=[CH:39][N:38]=2)=[CH:33][CH:32]=1. The catalyst is C1COCC1. The product is [Cl:1][C:2]1[S:6][C:5]([S:7]([N:10]([CH2:16][CH3:17])[C:11](=[CH2:15])[C:12]([NH:44][CH2:43][C:41]2[CH:40]=[CH:39][N:38]=[C:37]([C:34]3[CH:35]=[CH:36][C:31]([C:30]([F:46])([F:29])[F:45])=[CH:32][CH:33]=3)[CH:42]=2)=[O:14])(=[O:8])=[O:9])=[CH:4][CH:3]=1. The yield is 0.188. (3) The reactants are Br[CH2:2][C:3]1[CH:8]=[CH:7][C:6]([Cl:9])=[C:5]([O:10][CH3:11])[CH:4]=1.[C-:12]#[N:13].[Na+]. No catalyst specified. The product is [Cl:9][C:6]1[CH:7]=[CH:8][C:3]([CH2:2][C:12]#[N:13])=[CH:4][C:5]=1[O:10][CH3:11]. The yield is 0.480. (4) The catalyst is CC([O-])=O.CC([O-])=O.[Pd+2].O.C(OCC)(=O)C.C1(C)C=CC=CC=1. The product is [CH:18]1([C:2]2[CH:7]=[CH:6][C:5]([N+:8]([O-:10])=[O:9])=[CH:4][C:3]=2[N:11]2[C:15](=[O:16])[N:14]([CH3:17])[N:13]=[N:12]2)[CH2:20][CH2:19]1. The reactants are Cl[C:2]1[CH:7]=[CH:6][C:5]([N+:8]([O-:10])=[O:9])=[CH:4][C:3]=1[N:11]1[C:15](=[O:16])[N:14]([CH3:17])[N:13]=[N:12]1.[CH:18]1(B(O)O)[CH2:20][CH2:19]1.C1(P(C2CCCCC2)C2CCCCC2)CCCCC1.C(=O)([O-])[O-].[Cs+].[Cs+]. The yield is 0.450. (5) The reactants are [CH2:1]([O:4][C:5]1[CH:10]=[C:9]([N+:11]([O-])=O)[CH:8]=[CH:7][C:6]=1[N:14]1[CH:18]=[C:17]([Cl:19])[N:16]=[CH:15]1)[CH:2]=[CH2:3].CO.[Cl-].[NH4+]. The catalyst is [Fe].O. The product is [Cl:19][C:17]1[N:16]=[CH:15][N:14]([C:6]2[CH:7]=[CH:8][C:9]([NH2:11])=[CH:10][C:5]=2[O:4][CH2:1][CH:2]=[CH2:3])[CH:18]=1. The yield is 0.830. (6) The reactants are C(O[C:4]([C:6]1[CH:7]=[C:8]2[C:12](=[CH:13][CH:14]=1)[NH:11][N:10]=[C:9]2[C:15]1[CH:24]=[CH:23][C:22]2[C:17](=[CH:18][CH:19]=[C:20]([O:25][CH2:26][C:27]3[N:28]([CH3:32])[CH:29]=[N:30][CH:31]=3)[CH:21]=2)[CH:16]=1)=[NH:5])C.[CH3:33][CH:34]([CH3:40])[CH2:35][C:36]([NH:38][NH2:39])=O.C(N(CC)CC)C. The yield is 0.0500. No catalyst specified. The product is [CH2:35]([C:36]1[NH:38][N:39]=[C:4]([C:6]2[CH:7]=[C:8]3[C:12](=[CH:13][CH:14]=2)[NH:11][N:10]=[C:9]3[C:15]2[CH:24]=[CH:23][C:22]3[C:17](=[CH:18][CH:19]=[C:20]([O:25][CH2:26][C:27]4[N:28]([CH3:32])[CH:29]=[N:30][CH:31]=4)[CH:21]=3)[CH:16]=2)[N:5]=1)[CH:34]([CH3:40])[CH3:33]. (7) The reactants are Br[C:2]1[CH:15]=[CH:14][C:5]([O:6][CH2:7][CH2:8][N:9]2[CH2:13][CH2:12][CH2:11][CH2:10]2)=[CH:4][CH:3]=1.C[Si](C)(C)[O:18][C:19]1[CH:26]=[CH:25][C:22]([CH:23]=O)=[CH:21][CH:20]=1.C([SiH](CC)CC)C.C(O)(C(F)(F)F)=O. The catalyst is C1COCC1.C(Cl)Cl. The product is [N:9]1([CH2:8][CH2:7][O:6][C:5]2[CH:14]=[CH:15][C:2]([CH2:23][C:22]3[CH:25]=[CH:26][C:19]([OH:18])=[CH:20][CH:21]=3)=[CH:3][CH:4]=2)[CH2:13][CH2:12][CH2:11][CH2:10]1. The yield is 0.840.